Dataset: NCI-60 drug combinations with 297,098 pairs across 59 cell lines. Task: Regression. Given two drug SMILES strings and cell line genomic features, predict the synergy score measuring deviation from expected non-interaction effect. (1) Drug 1: C1=CC(=CC=C1CCC2=CNC3=C2C(=O)NC(=N3)N)C(=O)NC(CCC(=O)O)C(=O)O. Drug 2: C(CN)CNCCSP(=O)(O)O. Cell line: K-562. Synergy scores: CSS=44.8, Synergy_ZIP=1.54, Synergy_Bliss=0.242, Synergy_Loewe=-10.3, Synergy_HSA=0.266. (2) Drug 1: CC12CCC3C(C1CCC2O)C(CC4=C3C=CC(=C4)O)CCCCCCCCCS(=O)CCCC(C(F)(F)F)(F)F. Drug 2: C(CCl)NC(=O)N(CCCl)N=O. Cell line: MDA-MB-231. Synergy scores: CSS=8.54, Synergy_ZIP=-2.41, Synergy_Bliss=0.0187, Synergy_Loewe=-3.38, Synergy_HSA=-2.10. (3) Drug 1: CC1C(C(CC(O1)OC2CC(CC3=C2C(=C4C(=C3O)C(=O)C5=C(C4=O)C(=CC=C5)OC)O)(C(=O)C)O)N)O.Cl. Drug 2: C(=O)(N)NO. Cell line: OVCAR-4. Synergy scores: CSS=8.80, Synergy_ZIP=-0.608, Synergy_Bliss=2.74, Synergy_Loewe=-8.27, Synergy_HSA=-1.57.